This data is from Forward reaction prediction with 1.9M reactions from USPTO patents (1976-2016). The task is: Predict the product of the given reaction. (1) Given the reactants [NH2:1][C:2]([CH3:14])([CH3:13])[CH2:3][C:4]1[CH:9]=[CH:8][C:7]([O:10][CH3:11])=[CH:6][C:5]=1[NH2:12].[C:15](N1C=CN=C1)(N1C=CN=C1)=[O:16], predict the reaction product. The product is: [CH3:11][O:10][C:7]1[CH:8]=[CH:9][C:4]2[CH2:3][C:2]([CH3:14])([CH3:13])[NH:1][C:15](=[O:16])[NH:12][C:5]=2[CH:6]=1. (2) Given the reactants [CH2:1]([S:8]([NH:11][C:12]1[C:13](=[O:23])[N:14]([CH2:19][C:20](O)=[O:21])[C:15]([CH3:18])=[CH:16][CH:17]=1)(=[O:10])=[O:9])[C:2]1[CH:7]=[CH:6][CH:5]=[CH:4][CH:3]=1.Br.Br.[S:26]1[C:30]2[CH2:31][CH:32]([NH2:35])[CH2:33][CH2:34][C:29]=2[N:28]=[C:27]1[NH2:36], predict the reaction product. The product is: [NH2:36][C:27]1[S:26][C:30]2[CH2:31][CH:32]([NH:35][C:20](=[O:21])[CH2:19][N:14]3[C:15]([CH3:18])=[CH:16][CH:17]=[C:12]([NH:11][S:8]([CH2:1][C:2]4[CH:7]=[CH:6][CH:5]=[CH:4][CH:3]=4)(=[O:10])=[O:9])[C:13]3=[O:23])[CH2:33][CH2:34][C:29]=2[N:28]=1. (3) Given the reactants [F:1][C:2]1[CH:7]=[CH:6][CH:5]=[C:4]([F:8])[C:3]=1[C:9]1[NH:10][C:11]2[C:17]([CH2:18][O:19][C:20](=[O:22])[CH3:21])=[CH:16][CH:15]=[CH:14][C:12]=2[N:13]=1.[F:23][C:24]1[CH:31]=[CH:30][CH:29]=[C:28]([F:32])[C:25]=1[CH2:26]Br, predict the reaction product. The product is: [F:23][C:24]1[CH:31]=[CH:30][CH:29]=[C:28]([F:32])[C:25]=1[CH2:26][N:13]1[C:12]2[CH:14]=[CH:15][CH:16]=[C:17]([CH2:18][O:19][C:20](=[O:22])[CH3:21])[C:11]=2[N:10]=[C:9]1[C:3]1[C:4]([F:8])=[CH:5][CH:6]=[CH:7][C:2]=1[F:1]. (4) Given the reactants N[C:2]1[CH:21]=[CH:20][C:5]([O:6][CH:7]2[CH2:12][CH2:11][N:10]([C:13]([O:15][C:16]([CH3:19])([CH3:18])[CH3:17])=[O:14])[CH2:9][CH2:8]2)=[CH:4][CH:3]=1.C([O:26][C:27]([N:29]1CCC(OC2C=CC(C(O)=O)=CC=2)CC1)=O)(C)(C)C.[CH2:45]([O:52][C:53]([N:55]1[CH2:58][CH:57](C(O)=O)[CH2:56]1)=[O:54])[C:46]1[CH:51]=[CH:50][CH:49]=[CH:48][CH:47]=1, predict the reaction product. The product is: [CH2:45]([O:52][C:53]([N:55]1[CH2:56][CH:57]([NH:29][C:27]([C:2]2[CH:21]=[CH:20][C:5]([O:6][CH:7]3[CH2:12][CH2:11][N:10]([C:13]([O:15][C:16]([CH3:19])([CH3:18])[CH3:17])=[O:14])[CH2:9][CH2:8]3)=[CH:4][CH:3]=2)=[O:26])[CH2:58]1)=[O:54])[C:46]1[CH:47]=[CH:48][CH:49]=[CH:50][CH:51]=1. (5) Given the reactants [C:1]([O:5][C:6]([N:8]1[CH2:11][C:10]([C:13]2[N:14]([CH3:39])[C:15]3[C:20]([N:21]=2)=[C:19]([N:22]2[CH2:27][CH2:26][O:25][CH2:24][CH2:23]2)[N:18]=[C:17]([N:28]2[C:32]4[CH:33]=[CH:34][CH:35]=[CH:36][C:31]=4[N:30]=[C:29]2[CH2:37][CH3:38])[N:16]=3)(O)[CH2:9]1)=[O:7])([CH3:4])([CH3:3])[CH3:2].COCCN(S(F)(F)[F:50])CCOC, predict the reaction product. The product is: [CH2:37]([C:29]1[N:28]([C:17]2[N:16]=[C:15]3[C:20]([N:21]=[C:13]([C:10]4([F:50])[CH2:11][N:8]([C:6]([O:5][C:1]([CH3:4])([CH3:3])[CH3:2])=[O:7])[CH2:9]4)[N:14]3[CH3:39])=[C:19]([N:22]3[CH2:27][CH2:26][O:25][CH2:24][CH2:23]3)[N:18]=2)[C:32]2[CH:33]=[CH:34][CH:35]=[CH:36][C:31]=2[N:30]=1)[CH3:38]. (6) Given the reactants [CH:1]1([C:4]([C:6]2[CH:7]=[N:8][C:9]3[C:14]([C:15]=2Cl)=[N:13][C:12]([Cl:17])=[CH:11][CH:10]=3)=[O:5])[CH2:3][CH2:2]1.[CH3:18][N:19]([CH3:27])[C@H:20]1[CH2:25][CH2:24][C@H:23]([NH2:26])[CH2:22][CH2:21]1, predict the reaction product. The product is: [Cl:17][C:12]1[N:13]=[C:14]2[C:9](=[CH:10][CH:11]=1)[N:8]=[CH:7][C:6]([C:4]([CH:1]1[CH2:3][CH2:2]1)=[O:5])=[C:15]2[NH:26][C@H:23]1[CH2:24][CH2:25][C@H:20]([N:19]([CH3:27])[CH3:18])[CH2:21][CH2:22]1. (7) Given the reactants [F:1][C:2]1[CH:3]=[CH:4][C:5]2[N:9]=[C:8]([C@@H:10]([NH2:14])[CH2:11][O:12][CH3:13])[N:7]([C:15]3[CH:20]=[CH:19][CH:18]=[CH:17][N:16]=3)[C:6]=2[CH:21]=1.Cl[C:23]1[N:31]=[CH:30][N:29]=[C:28]2[C:24]=1[N:25]=[CH:26][N:27]2C1CCCCO1.CCN(C(C)C)C(C)C, predict the reaction product. The product is: [F:1][C:2]1[CH:3]=[CH:4][C:5]2[N:9]=[C:8]([C@@H:10]([NH:14][C:23]3[N:31]=[CH:30][N:29]=[C:28]4[C:24]=3[N:25]=[CH:26][NH:27]4)[CH2:11][O:12][CH3:13])[N:7]([C:15]3[CH:20]=[CH:19][CH:18]=[CH:17][N:16]=3)[C:6]=2[CH:21]=1.